This data is from CYP2C9 inhibition data for predicting drug metabolism from PubChem BioAssay. The task is: Regression/Classification. Given a drug SMILES string, predict its absorption, distribution, metabolism, or excretion properties. Task type varies by dataset: regression for continuous measurements (e.g., permeability, clearance, half-life) or binary classification for categorical outcomes (e.g., BBB penetration, CYP inhibition). Dataset: cyp2c9_veith. (1) The drug is CC(C)CCNC(=O)C12CN(Cc3ccccc3)CC1C(c1cccc([N+](=O)[O-])c1)=NO2. The result is 1 (inhibitor). (2) The compound is Cc1ccc(-n2[nH]c(C)c(C=Nc3ccc4[nH]c(=O)[nH]c4c3)c2=O)cc1C. The result is 0 (non-inhibitor). (3) The compound is CCN1CCN(c2nc(C)c3c(n2)CCCC3=O)CC1. The result is 0 (non-inhibitor). (4) The result is 0 (non-inhibitor). The compound is O=C(O)[C@@H](O)[C@H](O)C(=O)O. (5) The molecule is CCC/C=C(\CCC)C(NC(=O)c1ccc(C(F)(F)F)cc1)c1ccc(C(F)(F)F)cc1. The result is 0 (non-inhibitor). (6) The compound is C[C@@H](c1ccccc1)N1C(=O)[C@H]2CC[C@@H]3/C(=N\OC[C@@H](O)COCc4ccco4)C[C@@H](O)[C@@H](O)[C@@H]3[C@@H]2C1=O. The result is 0 (non-inhibitor). (7) The drug is O=C(Cc1csc(Nc2nc(=S)[nH]c3ccccc23)n1)NCc1cccc(Cl)c1. The result is 1 (inhibitor). (8) The compound is COC(=O)[C@@]1(Cc2ccc(OC)cc2)[C@H]2c3cc(C(=O)N(C)C)n(Cc4ccc(S(C)(=O)=O)cc4)c3C[C@H]2CN1C(=O)c1ccccc1. The result is 1 (inhibitor).